This data is from Catalyst prediction with 721,799 reactions and 888 catalyst types from USPTO. The task is: Predict which catalyst facilitates the given reaction. (1) Reactant: COC1N=CC(C(=O)C)=CC=1.[CH3:12][O:13][C:14]1[N:19]=[CH:18][C:17]([C:20]2[CH:24]=[C:23]([C:25]([F:28])([F:27])[F:26])[N:22]([C:29]3[N:34]=[N:33][C:32]([NH2:35])=[CH:31][CH:30]=3)[N:21]=2)=[CH:16][CH:15]=1.C(N(CC)C(C)C)(C)C.[Br:45][C:46]1[CH:47]=[C:48]([CH:52]=[CH:53][CH:54]=1)[C:49](Cl)=[O:50].C(=O)(O)[O-].[Na+]. Product: [CH3:12][O:13][C:14]1[N:19]=[CH:18][C:17]([C:20]2[CH:24]=[C:23]([C:25]([F:27])([F:28])[F:26])[N:22]([C:29]3[N:34]=[N:33][C:32]([NH2:35])=[CH:31][CH:30]=3)[N:21]=2)=[CH:16][CH:15]=1.[Br:45][C:46]1[CH:47]=[C:48]([CH:52]=[CH:53][CH:54]=1)[C:49]([NH:35][C:32]1[N:33]=[N:34][C:29]([N:22]2[C:23]([C:25]([F:27])([F:28])[F:26])=[CH:24][C:20]([C:17]3[CH:18]=[N:19][C:14]([O:13][CH3:12])=[CH:15][CH:16]=3)=[N:21]2)=[CH:30][CH:31]=1)=[O:50]. The catalyst class is: 7. (2) Reactant: O[CH2:2][C:3]1[CH:19]=[CH:18][C:6]([O:7][C:8]2[CH:9]=[C:10]([C:16]#[N:17])[C:11](=[CH:14][CH:15]=2)[C:12]#[N:13])=[CH:5][CH:4]=1.C(N(CC)CC)C.[CH3:27][S:28](Cl)(=[O:30])=[O:29]. Product: [CH3:27][S:28]([CH2:2][C:3]1[CH:19]=[CH:18][C:6]([O:7][C:8]2[CH:9]=[C:10]([C:16]#[N:17])[C:11](=[CH:14][CH:15]=2)[C:12]#[N:13])=[CH:5][CH:4]=1)(=[O:30])=[O:29]. The catalyst class is: 2.